From a dataset of Reaction yield outcomes from USPTO patents with 853,638 reactions. Predict the reaction yield, written as a fraction of the theoretical maximum amount of product (1.0 means a 100% yield; for example, 0.34 means a 34% yield). (1) The reactants are [F:1][C:2]1[CH:7]=[C:6]([S:8][CH3:9])[CH:5]=[C:4]([F:10])[C:3]=1[C:11]1[N:16]=[C:15]([C:17]([O:19]C)=[O:18])[CH:14]=[CH:13][C:12]=1[F:21].[OH-].[Na+].Cl. The catalyst is C1COCC1.CO. The product is [F:1][C:2]1[CH:7]=[C:6]([S:8][CH3:9])[CH:5]=[C:4]([F:10])[C:3]=1[C:11]1[N:16]=[C:15]([C:17]([OH:19])=[O:18])[CH:14]=[CH:13][C:12]=1[F:21]. The yield is 0.550. (2) The reactants are [Br:1][C:2]1[CH:10]=[CH:9][C:5]([C:6]([OH:8])=[O:7])=[CH:4][CH:3]=1.[Cl:11][S:12](O)(=[O:14])=[O:13]. No catalyst specified. The product is [Br:1][C:2]1[CH:10]=[CH:9][C:5]([C:6]([OH:8])=[O:7])=[CH:4][C:3]=1[S:12]([Cl:11])(=[O:14])=[O:13]. The yield is 0.790. (3) The reactants are [Br:1][C:2]1[C:3](Cl)=[N:4][C:5]([Cl:8])=[N:6][CH:7]=1.[CH3:10][O-:11].[Na+]. The catalyst is CO. The product is [Br:1][C:2]1[C:3]([O:11][CH3:10])=[N:4][C:5]([Cl:8])=[N:6][CH:7]=1. The yield is 0.880.